Predict the reaction yield, written as a fraction of the theoretical maximum amount of product (1.0 means a 100% yield; for example, 0.34 means a 34% yield). From a dataset of Reaction yield outcomes from USPTO patents with 853,638 reactions. (1) The reactants are Cl[C:2]1[N:7]2[N:8]=[CH:9][C:10]([C:11]([O:13][CH2:14][CH3:15])=[O:12])=[C:6]2[N:5]=[CH:4][C:3]=1[C:16]([O:18][CH3:19])=[O:17].[CH3:20][C:21]1[CH:27]=[CH:26][C:25]([CH3:28])=[CH:24][C:22]=1[NH2:23]. No catalyst specified. The product is [CH3:20][C:21]1[CH:27]=[CH:26][C:25]([CH3:28])=[CH:24][C:22]=1[NH:23][C:2]1[N:7]2[N:8]=[CH:9][C:10]([C:11]([O:13][CH2:14][CH3:15])=[O:12])=[C:6]2[N:5]=[CH:4][C:3]=1[C:16]([O:18][CH3:19])=[O:17]. The yield is 0.810. (2) The reactants are Cl.O1CCOCC1.[Br:8][C:9]1[CH:18]=[C:17]2[C:12]([C:13](Cl)=[N:14][CH:15]=[N:16]2)=[CH:11][CH:10]=1.[NH2:20][C:21]1[CH:25]=[C:24]([CH2:26][C:27]([OH:29])=O)[NH:23][N:22]=1.CCN=C=NCCCN(C)C.C1C=CC2N(O)N=NC=2C=1.[F:51][C:52]1[CH:53]=[C:54]([NH2:58])[CH:55]=[CH:56][CH:57]=1.CCN(C(C)C)C(C)C. The catalyst is CC(N(C)C)=O.C(OCC)(=O)C.O. The product is [Br:8][C:9]1[CH:18]=[C:17]2[C:12]([C:13]([NH:20][C:21]3[CH:25]=[C:24]([CH2:26][C:27]([NH:58][C:54]4[CH:55]=[CH:56][CH:57]=[C:52]([F:51])[CH:53]=4)=[O:29])[NH:23][N:22]=3)=[N:14][CH:15]=[N:16]2)=[CH:11][CH:10]=1. The yield is 0.325.